From a dataset of Reaction yield outcomes from USPTO patents with 853,638 reactions. Predict the reaction yield, written as a fraction of the theoretical maximum amount of product (1.0 means a 100% yield; for example, 0.34 means a 34% yield). (1) The reactants are [F:1][C:2]([F:24])([F:23])[C:3]1[CH:4]=[C:5]([C:13]2[N:17]=[CH:16][N:15](/[CH:18]=[CH:19]\[C:20](O)=[O:21])[N:14]=2)[CH:6]=[C:7]([C:9]([F:12])([F:11])[F:10])[CH:8]=1.[N:25]1[CH:30]=[CH:29][N:28]=[CH:27][C:26]=1[C:31]([NH:33][NH2:34])=[O:32].C(P1(=O)OP(CCC)(=O)OP(CCC)(=O)O1)CC.CCN(C(C)C)C(C)C. The catalyst is ClCCl. The product is [F:23][C:2]([F:24])([F:1])[C:3]1[CH:4]=[C:5]([C:13]2[N:17]=[CH:16][N:15](/[CH:18]=[CH:19]\[C:20]([NH:34][NH:33][C:31]([C:26]3[CH:27]=[N:28][CH:29]=[CH:30][N:25]=3)=[O:32])=[O:21])[N:14]=2)[CH:6]=[C:7]([C:9]([F:12])([F:10])[F:11])[CH:8]=1. The yield is 0.194. (2) The reactants are [S:1]1[C:5]([CH2:6][CH2:7][CH2:8][CH2:9][CH2:10][CH2:11][O:12][Si:13]([C:16]([CH3:19])([CH3:18])[CH3:17])([CH3:15])[CH3:14])=[CH:4][CH:3]=[C:2]1[C:20]1[S:21][CH:22]=[CH:23][CH:24]=1.C([Li])CCC.[BH:30]([OH:32])[OH:31].O[C:34]([C:37](O)([CH3:39])[CH3:38])([CH3:36])[CH3:35]. The catalyst is C1COCC1. The product is [C:16]([Si:13]([CH3:14])([CH3:15])[O:12][CH2:11][CH2:10][CH2:9][CH2:8][CH2:7][CH2:6][C:5]1[S:1][C:2]([C:20]2[S:21][C:22]([B:30]3[O:32][C:37]([CH3:39])([CH3:38])[C:34]([CH3:36])([CH3:35])[O:31]3)=[CH:23][CH:24]=2)=[CH:3][CH:4]=1)([CH3:18])([CH3:19])[CH3:17]. The yield is 0.720. (3) The reactants are [NH2:1][C:2]1[C:3]([CH3:8])=[CH:4][CH:5]=[CH:6][CH:7]=1.N1C=CC=CC=1.[CH2:15]([O:22][C:23]1[CH:31]=[C:30]([O:32][CH2:33][C:34]2[CH:39]=[CH:38][CH:37]=[CH:36][CH:35]=2)[C:29]([Br:40])=[CH:28][C:24]=1[C:25](Cl)=[O:26])[C:16]1[CH:21]=[CH:20][CH:19]=[CH:18][CH:17]=1. The catalyst is ClCCl. The product is [CH2:15]([O:22][C:23]1[CH:31]=[C:30]([O:32][CH2:33][C:34]2[CH:39]=[CH:38][CH:37]=[CH:36][CH:35]=2)[C:29]([Br:40])=[CH:28][C:24]=1[C:25]([NH:1][C:2]1[CH:7]=[CH:6][CH:5]=[CH:4][C:3]=1[CH3:8])=[O:26])[C:16]1[CH:17]=[CH:18][CH:19]=[CH:20][CH:21]=1. The yield is 0.820. (4) The yield is 0.520. The reactants are [CH2:1]([N:8]1[CH2:13][CH2:12][CH:11]([OH:14])[CH2:10][CH2:9]1)[C:2]1[CH:7]=[CH:6][CH:5]=[CH:4][CH:3]=1.Cl[C:16]1[CH:21]=[CH:20][N:19]=[CH:18][CH:17]=1. The product is [CH2:1]([N:8]1[CH2:13][CH2:12][CH:11]([O:14][C:16]2[CH:21]=[CH:20][N:19]=[CH:18][CH:17]=2)[CH2:10][CH2:9]1)[C:2]1[CH:3]=[CH:4][CH:5]=[CH:6][CH:7]=1. No catalyst specified. (5) The reactants are O=[C:2]1[O:7][C:6](=[O:8])[C:5]2[CH:9]=[C:10]([C:13]([OH:15])=[O:14])[CH:11]=[CH:12][C:4]=2[NH:3]1. The catalyst is CN(C)C1C=CN=CC=1.CN(C)C=O.CO.C(OCC)(=O)C. The product is [NH2:3][C:4]1[CH:12]=[CH:11][C:10]([C:13]([OH:15])=[O:14])=[CH:9][C:5]=1[C:6]([O:7][CH3:2])=[O:8]. The yield is 0.840. (6) The reactants are CC1(C)C(C)(C)OB([C:9]2[CH:22]=[CH:21][C:20]3[C:19]4[C:14](=[CH:15][C:16](B5OC(C)(C)C(C)(C)O5)=[CH:17][CH:18]=4)[CH2:13][CH2:12][C:11]=3[CH:10]=2)O1.[C:33]([O:37][C:38]([N:40]1[CH2:44][CH2:43][CH2:42][CH:41]1[C:45]1[NH:46][CH:47]=[C:48](Br)[N:49]=1)=[O:39])([CH3:36])([CH3:35])[CH3:34].[C:51]([O-:54])(O)=[O:52].[Na+]. The catalyst is COCCOC.O.C1C=CC([P]([Pd]([P](C2C=CC=CC=2)(C2C=CC=CC=2)C2C=CC=CC=2)([P](C2C=CC=CC=2)(C2C=CC=CC=2)C2C=CC=CC=2)[P](C2C=CC=CC=2)(C2C=CC=CC=2)C2C=CC=CC=2)(C2C=CC=CC=2)C2C=CC=CC=2)=CC=1. The product is [C:33]([O:37][C:38]([N:40]1[CH2:44][CH2:43][CH2:42][CH:41]1[C:45]1[NH:49][C:48]([C:9]2[CH:10]=[CH:11][C:20]3[C:19]4[C:14](=[CH:15][C:16]([C:48]5[NH:49][C:45]([CH:41]6[CH2:42][CH2:43][CH2:44][N:40]6[C:51]([O:54][C:33]([CH3:36])([CH3:35])[CH3:34])=[O:52])=[N:46][CH:47]=5)=[CH:17][CH:18]=4)[CH2:13][CH2:12][C:21]=3[CH:22]=2)=[CH:47][N:46]=1)=[O:39])([CH3:36])([CH3:35])[CH3:34]. The yield is 0.240.